From a dataset of NCI-60 drug combinations with 297,098 pairs across 59 cell lines. Regression. Given two drug SMILES strings and cell line genomic features, predict the synergy score measuring deviation from expected non-interaction effect. (1) Drug 1: CC12CCC(CC1=CCC3C2CCC4(C3CC=C4C5=CN=CC=C5)C)O. Drug 2: C1CC(=O)NC(=O)C1N2C(=O)C3=CC=CC=C3C2=O. Cell line: OVCAR-5. Synergy scores: CSS=13.3, Synergy_ZIP=-0.791, Synergy_Bliss=6.42, Synergy_Loewe=-1.93, Synergy_HSA=5.18. (2) Drug 1: CC1=CC=C(C=C1)C2=CC(=NN2C3=CC=C(C=C3)S(=O)(=O)N)C(F)(F)F. Drug 2: C1C(C(OC1N2C=NC3=C(N=C(N=C32)Cl)N)CO)O. Cell line: TK-10. Synergy scores: CSS=33.4, Synergy_ZIP=5.27, Synergy_Bliss=0.0612, Synergy_Loewe=-21.9, Synergy_HSA=0.194. (3) Synergy scores: CSS=-1.45, Synergy_ZIP=-2.06, Synergy_Bliss=-4.08, Synergy_Loewe=-2.43, Synergy_HSA=-3.13. Drug 2: CC(C)(C#N)C1=CC(=CC(=C1)CN2C=NC=N2)C(C)(C)C#N. Cell line: OVCAR3. Drug 1: CN1C(=O)N2C=NC(=C2N=N1)C(=O)N.